From a dataset of Catalyst prediction with 721,799 reactions and 888 catalyst types from USPTO. Predict which catalyst facilitates the given reaction. (1) Reactant: [CH:1]1([N:5]2[CH2:18][CH2:17][C:8]3[NH:9][C:10]4[CH:11]=[CH:12][C:13]([CH3:16])=[CH:14][C:15]=4[C:7]=3[CH2:6]2)[CH2:4][CH2:3][CH2:2]1.[CH3:19][C:20]1[CH:25]=[CH:24][C:23]([CH:26]=[CH2:27])=[CH:22][N:21]=1.[OH-].[K+]. Product: [CH:1]1([N:5]2[CH2:18][CH2:17][C:8]3[N:9]([CH2:27][CH2:26][C:23]4[CH:22]=[N:21][C:20]([CH3:19])=[CH:25][CH:24]=4)[C:10]4[CH:11]=[CH:12][C:13]([CH3:16])=[CH:14][C:15]=4[C:7]=3[CH2:6]2)[CH2:4][CH2:3][CH2:2]1. The catalyst class is: 37. (2) Reactant: C(N1C=CN=C1)(N1C=CN=C1)=O.[C:13]([O:17][C:18]([NH:20][CH2:21][C:22]([OH:24])=O)=[O:19])([CH3:16])([CH3:15])[CH3:14].[Cl-].[Mg+2].[Cl-].[CH2:28]([O:30][C:31](=[O:36])[CH2:32]C([O-])=O)[CH3:29].[K+]. Product: [C:13]([O:17][C:18]([NH:20][CH2:21][C:22](=[O:24])[CH2:32][C:31]([O:30][CH2:28][CH3:29])=[O:36])=[O:19])([CH3:14])([CH3:15])[CH3:16]. The catalyst class is: 1. (3) Reactant: C(O[C:5](=[O:7])[CH3:6])(=O)C.CC1[CH:14]=[CH:13][C:12]([CH3:15])=[CH:11][N+:10]=1[O-].[OH-].[Na+].ClCCl. The catalyst class is: 6. Product: [CH3:15][C:12]1[CH:13]=[CH:14][C:6]([CH2:5][OH:7])=[N:10][CH:11]=1. (4) Product: [Cl:29][C:19]1[C:20]([C:21]2[CH:22]=[CH:23][CH:24]=[CH:25][CH:26]=2)=[N:1][N:27]=[C:17]2[NH:16][N:15]=[C:14]([C:10]3[CH:11]=[CH:12][CH:13]=[C:8]([F:7])[CH:9]=3)[C:18]=12. The catalyst class is: 2. Reactant: [N:1]([O-])=O.[Na+].[CH]Cl.[F:7][C:8]1[CH:9]=[C:10]([C:14]2[C:18]([C:19]#[C:20][C:21]3[CH:26]=[CH:25][CH:24]=[CH:23][CH:22]=3)=[C:17]([NH2:27])[NH:16][N:15]=2)[CH:11]=[CH:12][CH:13]=1.[Na+].[Cl-:29]. (5) Reactant: [CH2:1]([C@@H:8](/[CH:24]=[CH:25]/[C@H:26]([CH3:42])[C:27]([N:29]1[C@@H:33]([CH2:34][C:35]2[CH:40]=[CH:39][CH:38]=[CH:37][CH:36]=2)[CH2:32][O:31][C:30]1=[O:41])=[O:28])[C:9]([N:11]1[C@@H:15]([CH2:16][C:17]2[CH:22]=[CH:21][CH:20]=[CH:19][CH:18]=2)[CH2:14][O:13][C:12]1=[O:23])=[O:10])[C:2]1[CH:7]=[CH:6][CH:5]=[CH:4][CH:3]=1.[CH3:43]COC(C)=O. Product: [CH2:1]([C@@H:8]([CH2:24][CH2:25][C@H:26]([CH2:42][CH3:43])[C:27]([N:29]1[C@@H:33]([CH2:34][C:35]2[CH:36]=[CH:37][CH:38]=[CH:39][CH:40]=2)[CH2:32][O:31][C:30]1=[O:41])=[O:28])[C:9]([N:11]1[C@@H:15]([CH2:16][C:17]2[CH:22]=[CH:21][CH:20]=[CH:19][CH:18]=2)[CH2:14][O:13][C:12]1=[O:23])=[O:10])[C:2]1[CH:3]=[CH:4][CH:5]=[CH:6][CH:7]=1. The catalyst class is: 45. (6) Reactant: [C:1]([N:4]1[C:13]2[C:8](=[CH:9][C:10]([NH2:14])=[CH:11][CH:12]=2)[C:7]([C:16]2[CH:21]=[CH:20][CH:19]=[CH:18][CH:17]=2)([CH3:15])[CH2:6][C:5]1([CH3:23])[CH3:22])(=[O:3])[CH3:2].[C:24](Cl)(=[O:31])[C:25]1[CH:30]=[CH:29][CH:28]=[CH:27][CH:26]=1.C(N(CC)C(C)C)(C)C. Product: [C:1]([N:4]1[C:13]2[C:8](=[CH:9][C:10]([NH:14][C:24](=[O:31])[C:25]3[CH:30]=[CH:29][CH:28]=[CH:27][CH:26]=3)=[CH:11][CH:12]=2)[C:7]([C:16]2[CH:21]=[CH:20][CH:19]=[CH:18][CH:17]=2)([CH3:15])[CH2:6][C:5]1([CH3:23])[CH3:22])(=[O:3])[CH3:2]. The catalyst class is: 7. (7) Reactant: [C:1]([N:8]1[CH2:13][CH2:12][CH2:11][CH2:10][CH:9]1[CH:14]=[CH:15][CH2:16][CH2:17][CH2:18][CH2:19][CH3:20])([O:3][C:4]([CH3:7])([CH3:6])[CH3:5])=[O:2]. Product: [C:1]([N:8]1[CH2:13][CH2:12][CH2:11][CH2:10][CH:9]1[CH2:14][CH2:15][CH2:16][CH2:17][CH2:18][CH2:19][CH3:20])([O:3][C:4]([CH3:7])([CH3:6])[CH3:5])=[O:2]. The catalyst class is: 29. (8) Reactant: [Br:1][C:2]1[CH:8]=[CH:7][C:6]([N+:9]([O-:11])=[O:10])=[CH:5][C:3]=1[NH2:4].N1C=CC=CC=1.Cl[C:19]([O:21][CH3:22])=[O:20]. Product: [Br:1][C:2]1[CH:8]=[CH:7][C:6]([N+:9]([O-:11])=[O:10])=[CH:5][C:3]=1[NH:4][C:19](=[O:20])[O:21][CH3:22]. The catalyst class is: 1. (9) Reactant: Cl[C:2](OC1C=CC([N+]([O-])=O)=CC=1)=[O:3].[Cl:14][C:15]1[C:16]([CH3:22])=[CH:17][C:18]([OH:21])=[CH:19][CH:20]=1.CCN(C(C)C)C(C)C.CS(O)(=O)=O.[NH2:37][CH2:38][C:39]1[CH:40]=[C:41]2[C:45](=[CH:46][CH:47]=1)[C:44](=[O:48])[N:43]([CH:49]1[CH2:54][CH2:53][C:52](=[O:55])[NH:51][C:50]1=[O:56])[CH2:42]2. Product: [Cl:14][C:15]1[CH:20]=[CH:19][C:18]([O:21][C:2](=[O:3])[NH:37][CH2:38][C:39]2[CH:40]=[C:41]3[C:45](=[CH:46][CH:47]=2)[C:44](=[O:48])[N:43]([CH:49]2[CH2:54][CH2:53][C:52](=[O:55])[NH:51][C:50]2=[O:56])[CH2:42]3)=[CH:17][C:16]=1[CH3:22]. The catalyst class is: 23. (10) Reactant: CN(C=[C:5]1[CH2:11][CH2:10][CH2:9][C:8]2[C:12]([F:28])=[C:13]([N:17]3[CH2:21][C@H:20]([CH2:22][NH:23][C:24](=[O:26])[CH3:25])[O:19][C:18]3=[O:27])[CH:14]=[C:15](F)[C:7]=2[C:6]1=[O:29])C.O.NN. Product: [F:28][C:12]1[C:13]([N:17]2[CH2:21][C@H:20]([CH2:22][NH:23][C:24](=[O:26])[CH3:25])[O:19][C:18]2=[O:27])=[CH:14][C:15]2[CH2:9][CH2:10][CH2:11][CH2:5][C:6](=[O:29])[C:7]=2[CH:8]=1. The catalyst class is: 8.